Dataset: Full USPTO retrosynthesis dataset with 1.9M reactions from patents (1976-2016). Task: Predict the reactants needed to synthesize the given product. (1) Given the product [CH3:1][O:2][CH2:3][C@@H:4]1[C@@H:10]([C:11]2[CH:16]=[CH:15][C:14]([Cl:17])=[C:13]([Cl:18])[CH:12]=2)[CH2:9][C@H:8]2[NH:19][C@@H:5]1[CH2:6][CH2:7]2.[OH2:22].[C:25]([C@@H:23]([C@H:21]([C:20]([OH:29])=[O:28])[OH:22])[OH:24])([OH:27])=[O:26].[CH3:1][O:2][CH2:3][C@@H:4]1[C@@H:10]([C:11]2[CH:16]=[CH:15][C:14]([Cl:17])=[C:13]([Cl:18])[CH:12]=2)[CH2:9][C@H:8]2[NH:19][C@@H:5]1[CH2:6][CH2:7]2, predict the reactants needed to synthesize it. The reactants are: [CH3:1][O:2][CH2:3][C@@H:4]1[C@@H:10]([C:11]2[CH:16]=[CH:15][C:14]([Cl:17])=[C:13]([Cl:18])[CH:12]=2)[CH2:9][C@H:8]2[NH:19][C@@H:5]1[CH2:6][CH2:7]2.[C:20]([OH:29])(=[O:28])[C@@H:21]([C@H:23]([C:25]([OH:27])=[O:26])[OH:24])[OH:22].C. (2) Given the product [CH3:25][C:26]1[NH:30][C:29]2[CH:31]=[CH:32][C:33]([NH:35][C:2]3[C:3]4[NH:15][N:14]=[CH:13][C:4]=4[N:5]=[C:6]([C:8]4[S:9][CH:10]=[CH:11][CH:12]=4)[N:7]=3)=[CH:34][C:28]=2[N:27]=1, predict the reactants needed to synthesize it. The reactants are: Cl[C:2]1[C:3]2[C:4](=[CH:13][N:14](CC3C=CC(OC)=CC=3)[N:15]=2)[N:5]=[C:6]([C:8]2[S:9][CH:10]=[CH:11][CH:12]=2)[N:7]=1.[CH3:25][C:26]1[NH:30][C:29]2[CH:31]=[CH:32][C:33]([NH2:35])=[CH:34][C:28]=2[N:27]=1.Cl. (3) Given the product [C:1]([C:3]1[CH:4]=[CH:5][C:6]([C@H:9]([O:12][CH:13]2[CH2:18][CH2:17][CH2:16][CH2:15][O:14]2)[CH2:10][O:11][CH2:20][CH2:21][O:22][CH:23]2[CH2:28][CH2:27][CH2:26][CH2:25][O:24]2)=[CH:7][CH:8]=1)#[CH:2], predict the reactants needed to synthesize it. The reactants are: [C:1]([C:3]1[CH:8]=[CH:7][C:6]([C@H:9]([O:12][CH:13]2[CH2:18][CH2:17][CH2:16][CH2:15][O:14]2)[CH2:10][OH:11])=[CH:5][CH:4]=1)#[CH:2].Br[CH2:20][CH2:21][O:22][CH:23]1[CH2:28][CH2:27][CH2:26][CH2:25][O:24]1.[OH-].[K+].[Cl-].[NH4+].Cl. (4) Given the product [CH3:2][C:3]1([CH3:23])[CH2:12][CH2:11][CH2:10][C:9]2[CH:8]=[C:7]([C:13]3[N:14]=[C:15]([CH:18]4[CH2:22][CH2:21][N:20]([CH2:31][CH2:30][CH2:29][CH2:28][OH:27])[CH2:19]4)[S:16][CH:17]=3)[CH:6]=[CH:5][C:4]1=2, predict the reactants needed to synthesize it. The reactants are: Br.[CH3:2][C:3]1([CH3:23])[CH2:12][CH2:11][CH2:10][C:9]2[CH:8]=[C:7]([C:13]3[N:14]=[C:15]([CH:18]4[CH2:22][CH2:21][NH:20][CH2:19]4)[S:16][CH:17]=3)[CH:6]=[CH:5][C:4]1=2.C([O:27][CH2:28][CH2:29][CH2:30][CH2:31]Br)(=O)C.[OH-].[Na+].